Task: Regression. Given two drug SMILES strings and cell line genomic features, predict the synergy score measuring deviation from expected non-interaction effect.. Dataset: Merck oncology drug combination screen with 23,052 pairs across 39 cell lines (1) Drug 1: O=c1[nH]cc(F)c(=O)[nH]1. Drug 2: COC1CC2CCC(C)C(O)(O2)C(=O)C(=O)N2CCCCC2C(=O)OC(C(C)CC2CCC(OP(C)(C)=O)C(OC)C2)CC(=O)C(C)C=C(C)C(O)C(OC)C(=O)C(C)CC(C)C=CC=CC=C1C. Cell line: NCIH23. Synergy scores: synergy=21.7. (2) Drug 1: CC1CC2C3CCC4=CC(=O)C=CC4(C)C3(F)C(O)CC2(C)C1(O)C(=O)CO. Drug 2: O=C(NOCC(O)CO)c1ccc(F)c(F)c1Nc1ccc(I)cc1F. Cell line: ZR751. Synergy scores: synergy=8.32. (3) Drug 1: CS(=O)(=O)CCNCc1ccc(-c2ccc3ncnc(Nc4ccc(OCc5cccc(F)c5)c(Cl)c4)c3c2)o1. Drug 2: Cc1nc(Nc2ncc(C(=O)Nc3c(C)cccc3Cl)s2)cc(N2CCN(CCO)CC2)n1. Synergy scores: synergy=28.1. Cell line: HT29.